From a dataset of NCI-60 drug combinations with 297,098 pairs across 59 cell lines. Regression. Given two drug SMILES strings and cell line genomic features, predict the synergy score measuring deviation from expected non-interaction effect. (1) Drug 1: CNC(=O)C1=CC=CC=C1SC2=CC3=C(C=C2)C(=NN3)C=CC4=CC=CC=N4. Drug 2: CCN(CC)CCNC(=O)C1=C(NC(=C1C)C=C2C3=C(C=CC(=C3)F)NC2=O)C. Cell line: T-47D. Synergy scores: CSS=-2.81, Synergy_ZIP=2.03, Synergy_Bliss=2.32, Synergy_Loewe=-0.786, Synergy_HSA=-0.213. (2) Drug 1: CC12CCC(CC1=CCC3C2CCC4(C3CC=C4C5=CN=CC=C5)C)O. Drug 2: CC1=C(N=C(N=C1N)C(CC(=O)N)NCC(C(=O)N)N)C(=O)NC(C(C2=CN=CN2)OC3C(C(C(C(O3)CO)O)O)OC4C(C(C(C(O4)CO)O)OC(=O)N)O)C(=O)NC(C)C(C(C)C(=O)NC(C(C)O)C(=O)NCCC5=NC(=CS5)C6=NC(=CS6)C(=O)NCCC[S+](C)C)O. Cell line: SNB-19. Synergy scores: CSS=-0.0245, Synergy_ZIP=-3.01, Synergy_Bliss=-6.49, Synergy_Loewe=-8.41, Synergy_HSA=-5.54. (3) Drug 1: CC12CCC3C(C1CCC2O)C(CC4=C3C=CC(=C4)O)CCCCCCCCCS(=O)CCCC(C(F)(F)F)(F)F. Drug 2: C1=NC2=C(N1)C(=S)N=CN2. Cell line: MDA-MB-435. Synergy scores: CSS=18.8, Synergy_ZIP=1.68, Synergy_Bliss=3.16, Synergy_Loewe=-36.3, Synergy_HSA=-0.0433. (4) Synergy scores: CSS=23.5, Synergy_ZIP=-6.98, Synergy_Bliss=2.45, Synergy_Loewe=3.69, Synergy_HSA=4.69. Cell line: OVCAR-5. Drug 1: C1=NC2=C(N1)C(=S)N=CN2. Drug 2: C1C(C(OC1N2C=NC(=NC2=O)N)CO)O. (5) Drug 2: CC1=C(N=C(N=C1N)C(CC(=O)N)NCC(C(=O)N)N)C(=O)NC(C(C2=CN=CN2)OC3C(C(C(C(O3)CO)O)O)OC4C(C(C(C(O4)CO)O)OC(=O)N)O)C(=O)NC(C)C(C(C)C(=O)NC(C(C)O)C(=O)NCCC5=NC(=CS5)C6=NC(=CS6)C(=O)NCCC[S+](C)C)O. Drug 1: C1=CN(C(=O)N=C1N)C2C(C(C(O2)CO)O)O.Cl. Cell line: IGROV1. Synergy scores: CSS=29.0, Synergy_ZIP=-6.24, Synergy_Bliss=-0.980, Synergy_Loewe=3.30, Synergy_HSA=3.75. (6) Drug 1: CC(C1=C(C=CC(=C1Cl)F)Cl)OC2=C(N=CC(=C2)C3=CN(N=C3)C4CCNCC4)N. Drug 2: CC1CCC2CC(C(=CC=CC=CC(CC(C(=O)C(C(C(=CC(C(=O)CC(OC(=O)C3CCCCN3C(=O)C(=O)C1(O2)O)C(C)CC4CCC(C(C4)OC)O)C)C)O)OC)C)C)C)OC. Cell line: COLO 205. Synergy scores: CSS=30.1, Synergy_ZIP=-3.28, Synergy_Bliss=6.01, Synergy_Loewe=0.262, Synergy_HSA=6.09.